This data is from Catalyst prediction with 721,799 reactions and 888 catalyst types from USPTO. The task is: Predict which catalyst facilitates the given reaction. (1) Reactant: [CH2:1]([N:8]1[CH:13]2[CH2:14][CH2:15][CH:9]1[CH2:10][CH:11]([N:16]1[C:20]3[CH:21]=[C:22]([F:28])[C:23]([C:25]([OH:27])=O)=[CH:24][C:19]=3[NH:18][C:17]1=[O:29])[CH2:12]2)[C:2]1[CH:7]=[CH:6][CH:5]=[CH:4][CH:3]=1.[CH3:30][N:31](C(ON1N=NC2C=CC=CC1=2)=[N+](C)C)C.F[P-](F)(F)(F)(F)F.CN. Product: [CH3:30][NH:31][C:25]([C:23]1[C:22]([F:28])=[CH:21][C:20]2[N:16]([CH:11]3[CH2:10][CH:9]4[N:8]([CH2:1][C:2]5[CH:3]=[CH:4][CH:5]=[CH:6][CH:7]=5)[CH:13]([CH2:14][CH2:15]4)[CH2:12]3)[C:17](=[O:29])[NH:18][C:19]=2[CH:24]=1)=[O:27]. The catalyst class is: 3. (2) Reactant: [C:1]([NH:8][C@H:9]([CH2:14][OH:15])[C@H:10]([CH2:12][CH3:13])[CH3:11])([O:3][C:4]([CH3:7])([CH3:6])[CH3:5])=[O:2]. Product: [C:4]([O:3][C:1](=[O:2])[NH:8][C@H:9]([CH:14]=[O:15])[C@@H:10]([CH3:11])[CH2:12][CH3:13])([CH3:5])([CH3:7])[CH3:6]. The catalyst class is: 764. (3) Reactant: [C:1]([CH:3]1[CH2:7][CH2:6][N:5]([CH2:8][CH:9]([NH:11][C:12]([C:14]2[C:22]3[C:17](=[N:18][CH:19]=[C:20]([C:23]4[C:31]5[C:26](=[CH:27][C:28]([Cl:32])=[CH:29][CH:30]=5)[N:25]([CH3:33])[N:24]=4)[N:21]=3)[N:16](COCC[Si](C)(C)C)[CH:15]=2)=[O:13])[CH3:10])[CH2:4]1)#[N:2].FC(F)(F)C(O)=O.C(N)CN.O. Product: [C:1]([CH:3]1[CH2:7][CH2:6][N:5]([CH2:8][CH:9]([NH:11][C:12]([C:14]2[C:22]3[C:17](=[N:18][CH:19]=[C:20]([C:23]4[C:31]5[C:26](=[CH:27][C:28]([Cl:32])=[CH:29][CH:30]=5)[N:25]([CH3:33])[N:24]=4)[N:21]=3)[NH:16][CH:15]=2)=[O:13])[CH3:10])[CH2:4]1)#[N:2]. The catalyst class is: 96. (4) Reactant: [C:1]([NH:4][O:5][CH2:6][CH2:7][NH:8][C:9](=[O:35])[CH2:10][C:11]1[C:16]([C:17]#[N:18])=[CH:15][CH:14]=[C:13]([NH:19][CH2:20][C:21]([F:33])([F:32])[C:22]2[CH:27]=[CH:26][CH:25]=[CH:24][C:23]=2[S:28]([CH3:31])(=[O:30])=[O:29])[C:12]=1[F:34])(=[NH:3])[NH2:2].[ClH:36]. Product: [ClH:36].[C:1]([NH:4][O:5][CH2:6][CH2:7][NH:8][C:9](=[O:35])[CH2:10][C:11]1[C:16]([C:17]#[N:18])=[CH:15][CH:14]=[C:13]([NH:19][CH2:20][C:21]([F:32])([F:33])[C:22]2[CH:27]=[CH:26][CH:25]=[CH:24][C:23]=2[S:28]([CH3:31])(=[O:30])=[O:29])[C:12]=1[F:34])(=[NH:2])[NH2:3]. The catalyst class is: 6. (5) Reactant: [CH:1]([NH:4][C@@H:5]1[CH2:10][CH2:9][C@H:8]([N:11]2[CH2:15][CH2:14][C@H:13]([CH2:16][C:17]3([C:22]4[CH:27]=[CH:26][CH:25]=[C:24]([C:28]([F:31])([F:30])[F:29])[CH:23]=4)[O:21][CH2:20][CH2:19][O:18]3)[C:12]2=[O:32])[C@H:7]([CH2:33][S:34]([C:37]2[CH:42]=[CH:41][CH:40]=[CH:39][CH:38]=2)(=[O:36])=[O:35])[CH2:6]1)([CH3:3])[CH3:2].C=O.[C:45]([BH3-])#N.[Na+]. Product: [CH:1]([N:4]([CH3:45])[C@@H:5]1[CH2:10][CH2:9][C@H:8]([N:11]2[CH2:15][CH2:14][C@H:13]([CH2:16][C:17]3([C:22]4[CH:27]=[CH:26][CH:25]=[C:24]([C:28]([F:31])([F:29])[F:30])[CH:23]=4)[O:21][CH2:20][CH2:19][O:18]3)[C:12]2=[O:32])[C@H:7]([CH2:33][S:34]([C:37]2[CH:42]=[CH:41][CH:40]=[CH:39][CH:38]=2)(=[O:35])=[O:36])[CH2:6]1)([CH3:3])[CH3:2]. The catalyst class is: 191. (6) Reactant: C(OC([N:8]1[CH2:13][CH:12]=[C:11]([C:14]2[C:18]3[CH:19]=[CH:20][CH:21]=[C:22]([O:23][CH3:24])[C:17]=3[O:16][CH:15]=2)[CH2:10][CH2:9]1)=O)(C)(C)C.C(O)(C(F)(F)F)=O. Product: [CH3:24][O:23][C:22]1[C:17]2[O:16][CH:15]=[C:14]([C:11]3[CH2:12][CH2:13][NH:8][CH2:9][CH:10]=3)[C:18]=2[CH:19]=[CH:20][CH:21]=1. The catalyst class is: 2. (7) Reactant: Cl[C:2]1[CH:7]=[C:6]([Cl:8])[N:5]=[C:4]([NH2:9])[N:3]=1.[N:10]1([C:16]([O:18][C:19]([CH3:22])([CH3:21])[CH3:20])=[O:17])[CH2:15][CH2:14][NH:13][CH2:12][CH2:11]1.C(N(C(C)C)C(C)C)C. Product: [NH2:9][C:4]1[N:3]=[C:2]([N:13]2[CH2:12][CH2:11][N:10]([C:16]([O:18][C:19]([CH3:22])([CH3:21])[CH3:20])=[O:17])[CH2:15][CH2:14]2)[CH:7]=[C:6]([Cl:8])[N:5]=1. The catalyst class is: 8.